From a dataset of Reaction yield outcomes from USPTO patents with 853,638 reactions. Predict the reaction yield, written as a fraction of the theoretical maximum amount of product (1.0 means a 100% yield; for example, 0.34 means a 34% yield). (1) No catalyst specified. The product is [Cl:1][C:2]1[CH:10]=[CH:9][CH:8]=[C:7]2[C:3]=1[CH:4]=[CH:5][N:6]2[CH3:11]. The yield is 1.00. The reactants are [Cl:1][C:2]1[CH:10]=[CH:9][CH:8]=[C:7]2[C:3]=1[CH:4]=[CH:5][NH:6]2.[CH3:11]C1C2C(=CC=CC=2)NC=1. (2) The reactants are [O:1]1[C:5]2[CH:6]=[CH:7][C:8]([C:10]34[CH2:18][CH2:17][CH:16]([NH2:19])[CH2:15][CH:14]3[N:13]([CH2:20]C3C=CC=CC=3)[CH2:12][CH2:11]4)=[CH:9][C:4]=2[O:3][CH2:2]1.Cl[C:28]1[CH:33]=[CH:32][C:31]([N:34]=[C:35]=[O:36])=[CH:30][C:29]=1[C:37]([F:40])([F:39])[F:38].C=O.[BH3-]C#N.[Na+]. The catalyst is C1COCC1.[Pd].CO. The product is [O:1]1[C:5]2[CH:6]=[CH:7][C:8]([C@@:10]34[CH2:18][CH2:17][C@@H:16]([NH:19][C:35]([NH:34][C:31]5[CH:32]=[CH:33][CH:28]=[C:29]([C:37]([F:38])([F:39])[F:40])[CH:30]=5)=[O:36])[CH2:15][C@@H:14]3[N:13]([CH3:20])[CH2:12][CH2:11]4)=[CH:9][C:4]=2[O:3][CH2:2]1. The yield is 0.300. (3) The yield is 0.830. The product is [CH2:1]([O:9][CH2:10][CH:11]([C:18]1[CH:23]=[CH:22][CH:21]=[CH:20][CH:19]=1)[OH:12])[C:2]1[CH:7]=[CH:6][CH:5]=[CH:4][CH:3]=1. The catalyst is O. The reactants are [C:1]([O:9][CH2:10][CH:11]=[O:12])(=O)[C:2]1[CH:7]=[CH:6][CH:5]=[CH:4][CH:3]=1.C1COCC1.[C:18]1([Mg]Br)[CH:23]=[CH:22][CH:21]=[CH:20][CH:19]=1. (4) The reactants are [OH:1][C:2]1[CH:9]=[C:8]([O:10][CH2:11][CH2:12][O:13][CH3:14])[CH:7]=[CH:6][C:3]=1[CH:4]=O.[CH2:15]([O:17][C:18]([CH:20]=P(C1C=CC=CC=1)(C1C=CC=CC=1)C1C=CC=CC=1)=[O:19])[CH3:16]. The catalyst is O1CCCC1. The product is [OH:1][C:2]1[CH:9]=[C:8]([O:10][CH2:11][CH2:12][O:13][CH3:14])[CH:7]=[CH:6][C:3]=1/[CH:4]=[CH:20]/[C:18]([O:17][CH2:15][CH3:16])=[O:19]. The yield is 0.820. (5) The reactants are [C:1]([O:5][C:6](=[O:16])[NH:7][C:8]1[CH:9]=[N:10][C:11]([Cl:15])=[CH:12][C:13]=1I)([CH3:4])([CH3:3])[CH3:2].[CH:17]#[C:18][CH2:19][CH3:20].C(N(CC)CC)C. The catalyst is C1(C)C=CC=CC=1.O.[Cu]I.Cl[Pd](Cl)([P](C1C=CC=CC=1)(C1C=CC=CC=1)C1C=CC=CC=1)[P](C1C=CC=CC=1)(C1C=CC=CC=1)C1C=CC=CC=1. The product is [C:17]([C:13]1[CH:12]=[C:11]([Cl:15])[N:10]=[CH:9][C:8]=1[NH:7][C:6](=[O:16])[O:5][C:1]([CH3:4])([CH3:3])[CH3:2])#[C:18][CH2:19][CH3:20]. The yield is 0.740. (6) The reactants are Cl.[NH2:2][C:3]1[C:4]2[C:14]([O:15][CH2:16][C:17]([NH2:20])([CH3:19])[CH3:18])=[CH:13][CH:12]=[CH:11][C:5]=2[NH:6][S:7](=[O:10])(=[O:9])[N:8]=1.[NH2:21][C:22]1[N:23]([C:27]2[CH:28]=[C:29]([CH:33]=[CH:34][N:35]=2)[C:30](O)=[O:31])[CH:24]=[CH:25][N:26]=1. No catalyst specified. The product is [NH2:21][C:22]1[N:23]([C:27]2[CH:28]=[C:29]([CH:33]=[CH:34][N:35]=2)[C:30]([NH:20][C:17]([CH3:18])([CH3:19])[CH2:16][O:15][C:14]2[C:4]3[C:3]([NH2:2])=[N:8][S:7](=[O:10])(=[O:9])[NH:6][C:5]=3[CH:11]=[CH:12][CH:13]=2)=[O:31])[CH:24]=[CH:25][N:26]=1. The yield is 0.260. (7) The reactants are Br[C:2]1[CH:3]=[CH:4][C:5]([N+:8]([O-:10])=[O:9])=[N:6][CH:7]=1.[CH:11]12[NH:18][CH:15]([CH2:16][CH2:17]1)[CH2:14][N:13]([C:19]([O:21][C:22]([CH3:25])([CH3:24])[CH3:23])=[O:20])[CH2:12]2.C(=O)([O-])[O-].[Cs+].[Cs+]. The catalyst is C1C=CC(/C=C/C(/C=C/C2C=CC=CC=2)=O)=CC=1.C1C=CC(/C=C/C(/C=C/C2C=CC=CC=2)=O)=CC=1.C1C=CC(/C=C/C(/C=C/C2C=CC=CC=2)=O)=CC=1.[Pd].[Pd].CC1(C)C2C(=C(P(C3C=CC=CC=3)C3C=CC=CC=3)C=CC=2)OC2C(P(C3C=CC=CC=3)C3C=CC=CC=3)=CC=CC1=2.O1CCOCC1. The product is [N+:8]([C:5]1[N:6]=[CH:7][C:2]([N:18]2[CH:11]3[CH2:17][CH2:16][CH:15]2[CH2:14][N:13]([C:19]([O:21][C:22]([CH3:25])([CH3:24])[CH3:23])=[O:20])[CH2:12]3)=[CH:3][CH:4]=1)([O-:10])=[O:9]. The yield is 0.668.